From a dataset of Full USPTO retrosynthesis dataset with 1.9M reactions from patents (1976-2016). Predict the reactants needed to synthesize the given product. (1) Given the product [CH3:2][C:3]1[C:7]([CH2:8][N:9]2[CH:13]=[C:12]([NH:14][C:23](=[O:24])[CH:22]([C:16]3[CH:21]=[CH:20][CH:19]=[CH:18][CH:17]=3)[CH3:26])[CH:11]=[N:10]2)=[C:6]([CH3:15])[O:5][N:4]=1, predict the reactants needed to synthesize it. The reactants are: Cl.[CH3:2][C:3]1[C:7]([CH2:8][N:9]2[CH:13]=[C:12]([NH2:14])[CH:11]=[N:10]2)=[C:6]([CH3:15])[O:5][N:4]=1.[C:16]1([CH:22]([CH3:26])[C:23](O)=[O:24])[CH:21]=[CH:20][CH:19]=[CH:18][CH:17]=1.C(N(CC)CC)C.C(Cl)CCl. (2) Given the product [Cl:1][C:2]1[CH:19]=[CH:18][C:5]([CH2:6][N:7]2[C:15]3[C:10](=[CH:11][C:12]([N:16]([CH2:20][CH3:21])[CH2:23][CH3:24])=[CH:13][CH:14]=3)[CH:9]=[C:8]2[CH3:17])=[CH:4][CH:3]=1, predict the reactants needed to synthesize it. The reactants are: [Cl:1][C:2]1[CH:19]=[CH:18][C:5]([CH2:6][N:7]2[C:15]3[C:10](=[CH:11][C:12]([NH2:16])=[CH:13][CH:14]=3)[CH:9]=[C:8]2[CH3:17])=[CH:4][CH:3]=1.[CH:20](=O)[CH3:21].[C:23](O[BH-](OC(=O)C)OC(=O)C)(=O)[CH3:24].[Na+]. (3) The reactants are: Cl.[O:2]1[CH:6]=[CH:5][C:4]([C:7]2[C:15]3[C:10](=[N:11][CH:12]=[C:13]([NH:16]C(=O)OC(C)(C)C)[CH:14]=3)[NH:9][CH:8]=2)=[CH:3]1. Given the product [O:2]1[CH:6]=[CH:5][C:4]([C:7]2[C:15]3[C:10](=[N:11][CH:12]=[C:13]([NH2:16])[CH:14]=3)[NH:9][CH:8]=2)=[CH:3]1, predict the reactants needed to synthesize it.